This data is from Reaction yield outcomes from USPTO patents with 853,638 reactions. The task is: Predict the reaction yield, written as a fraction of the theoretical maximum amount of product (1.0 means a 100% yield; for example, 0.34 means a 34% yield). (1) The reactants are Cl.[N:2]1[CH:7]=[CH:6][C:5]([CH2:8][C:9]#[N:10])=[CH:4][CH:3]=1.[OH-].[K+].[CH2:13]([N:20]([CH2:24][CH2:25]Cl)[CH2:21][CH2:22]Cl)[C:14]1[CH:19]=[CH:18][CH:17]=[CH:16][CH:15]=1.C1OCCOCCOCCOCCOCCOC1. The catalyst is C1(C)C=CC=CC=1. The product is [CH2:13]([N:20]1[CH2:24][CH2:25][C:8]([C:5]2[CH:6]=[CH:7][N:2]=[CH:3][CH:4]=2)([C:9]#[N:10])[CH2:22][CH2:21]1)[C:14]1[CH:19]=[CH:18][CH:17]=[CH:16][CH:15]=1. The yield is 0.500. (2) The reactants are C1C=CC(OC(OC2C=CC=CC=2)=[N:9][C:10]#[N:11])=CC=1.C[CH2:20][N:21]([CH:25]([CH3:27])C)[CH:22]([CH3:24])C.Cl.[CH3:29][C@@H:30]1[CH2:35][CH2:34][NH:33][CH2:32][C@@H:31]1[C:36]1[N:40]2[C:41]3[CH:47]=[CH:46][NH:45][C:42]=3[N:43]=[CH:44][C:39]2=[CH:38][N:37]=1.N1CCCC1. The catalyst is CC#N. The product is [C:36]1([C@@H:31]2[C@H:30]([CH3:29])[CH2:35][CH2:34][N:33]([C:20]([N:21]3[CH2:22][CH2:24][CH2:27][CH2:25]3)=[N:11][C:10]#[N:9])[CH2:32]2)[N:40]2[C:41]3[CH:47]=[CH:46][NH:45][C:42]=3[N:43]=[CH:44][C:39]2=[CH:38][N:37]=1. The yield is 0.110. (3) The reactants are [C:1]([O:5][C:6]([N:8]1[CH2:13][CH2:12][CH:11]([O:14][C:15]2[CH:16]=[C:17]([CH:21]=[CH:22][CH:23]=2)[C:18](O)=[O:19])[CH2:10][CH2:9]1)=[O:7])([CH3:4])([CH3:3])[CH3:2].[NH2:24][C:25]1[CH:26]=[C:27]([NH:32][C:33](=[O:47])[C:34]2[CH:39]=[C:38]([N:40]3[CH2:45][CH2:44][CH2:43][CH2:42][CH2:41]3)[CH:37]=[C:36]([F:46])[CH:35]=2)[CH:28]=[CH:29][C:30]=1[CH3:31]. No catalyst specified. The product is [F:46][C:36]1[CH:35]=[C:34]([CH:39]=[C:38]([N:40]2[CH2:45][CH2:44][CH2:43][CH2:42][CH2:41]2)[CH:37]=1)[C:33]([NH:32][C:27]1[CH:28]=[CH:29][C:30]([CH3:31])=[C:25]([NH:24][C:18](=[O:19])[C:17]2[CH:21]=[CH:22][CH:23]=[C:15]([O:14][CH:11]3[CH2:10][CH2:9][N:8]([C:6]([O:5][C:1]([CH3:4])([CH3:2])[CH3:3])=[O:7])[CH2:13][CH2:12]3)[CH:16]=2)[CH:26]=1)=[O:47]. The yield is 0.590. (4) The reactants are [CH2:1]([NH:3][C:4]([NH:6][C:7]1[CH:12]=[CH:11][C:10]([C:13]2[N:14]=[C:15]([N:22]3[CH2:27][CH2:26][O:25][CH2:24][C@@H:23]3[CH3:28])[C:16]3[CH2:21][NH:20][CH2:19][C:17]=3[N:18]=2)=[CH:9][C:8]=1[F:29])=[O:5])[CH3:2].C(N(CC)CC)C.[C:37]([N:40]1[CH2:45][CH2:44][C:43](=O)[CH2:42][CH2:41]1)(=[O:39])[CH3:38].C(O[BH-](OC(=O)C)OC(=O)C)(=O)C.[Na+]. The catalyst is C1COCC1. The product is [C:37]([N:40]1[CH2:45][CH2:44][CH:43]([N:20]2[CH2:21][C:16]3[C:15]([N:22]4[CH2:27][CH2:26][O:25][CH2:24][C@@H:23]4[CH3:28])=[N:14][C:13]([C:10]4[CH:11]=[CH:12][C:7]([NH:6][C:4]([NH:3][CH2:1][CH3:2])=[O:5])=[C:8]([F:29])[CH:9]=4)=[N:18][C:17]=3[CH2:19]2)[CH2:42][CH2:41]1)(=[O:39])[CH3:38]. The yield is 0.0600. (5) The yield is 0.240. The reactants are [CH2:1]([O:8][C:9]1[CH:14]=[CH:13][N:12]([CH2:15][C:16]2[CH:21]=[CH:20][C:19]([CH3:22])=[CH:18][CH:17]=2)[C:11](=[O:23])[CH:10]=1)[C:2]1[CH:7]=[CH:6][CH:5]=[CH:4][CH:3]=1.C([O-])(=O)C.[Na+].[Br:29]Br.O. The catalyst is C(O)(=O)C. The product is [CH2:1]([O:8][C:9]1[CH:14]=[CH:13][N:12]([CH2:15][C:16]2[CH:17]=[CH:18][C:19]([CH3:22])=[CH:20][CH:21]=2)[C:11](=[O:23])[C:10]=1[Br:29])[C:2]1[CH:3]=[CH:4][CH:5]=[CH:6][CH:7]=1. (6) The reactants are [CH2:1]1[CH2:5][CH:4]([C@H:6]([NH:10][C:11]([O:13]CC2C3C(=CC=CC=3)C3C2=CC=CC=3)=O)[C:7](O)=O)[CH2:3][CH2:2]1.COC(=O)[C@H:31]([CH2:33][CH:34]([CH3:36])[CH3:35])[NH2:32]. No catalyst specified. The product is [CH:4]1([C@@H:6]2[NH:10][C:11](=[O:13])[C@H:31]([CH2:33][CH:34]([CH3:36])[CH3:35])[NH:32][CH2:7]2)[CH2:3][CH2:2][CH2:1][CH2:5]1. The yield is 0.164. (7) The reactants are [Cl:1][C:2]1[CH:7]=[CH:6][N:5]=[C:4]2[N:8]([Si:11]([CH:18]([CH3:20])[CH3:19])([CH:15]([CH3:17])[CH3:16])[CH:12]([CH3:14])[CH3:13])[CH:9]=[CH:10][C:3]=12.[Li][CH:22](CC)C.CI. The catalyst is O1CCCC1. The product is [Cl:1][C:2]1[C:7]([CH3:22])=[CH:6][N:5]=[C:4]2[N:8]([Si:11]([CH:15]([CH3:17])[CH3:16])([CH:18]([CH3:20])[CH3:19])[CH:12]([CH3:13])[CH3:14])[CH:9]=[CH:10][C:3]=12. The yield is 0.860. (8) The reactants are [CH3:1][O:2][C:3]([C:5]1[C:14]2[C:9](=[C:10]([N+:15]([O-])=O)[CH:11]=[CH:12][CH:13]=2)[N:8]=[CH:7][CH:6]=1)=[O:4].Cl[Sn]Cl. The catalyst is Cl.CO. The product is [CH3:1][O:2][C:3]([C:5]1[C:14]2[C:9](=[C:10]([NH2:15])[CH:11]=[CH:12][CH:13]=2)[N:8]=[CH:7][CH:6]=1)=[O:4]. The yield is 0.650. (9) The reactants are [Br:1][C:2]1[N:7]=[C:6](Cl)[C:5]([NH:9][C:10]([NH:12][C:13](=[O:20])[C:14]2[CH:19]=[CH:18][CH:17]=[CH:16][CH:15]=2)=[S:11])=[CH:4][CH:3]=1.[O-]CC.[Na+].O. The catalyst is CN1CCCC1=O. The product is [Br:1][C:2]1[N:7]=[C:6]2[S:11][C:10]([NH:12][C:13](=[O:20])[C:14]3[CH:19]=[CH:18][CH:17]=[CH:16][CH:15]=3)=[N:9][C:5]2=[CH:4][CH:3]=1. The yield is 0.760.